Dataset: Reaction yield outcomes from USPTO patents with 853,638 reactions. Task: Predict the reaction yield, written as a fraction of the theoretical maximum amount of product (1.0 means a 100% yield; for example, 0.34 means a 34% yield). (1) The reactants are [N+:1]([C:4]1[CH:5]=[CH:6][C:7]([N:10]2[CH2:15][CH2:14][O:13][CH2:12][CH2:11]2)=[N:8][CH:9]=1)([O-])=O. The catalyst is CO.[Pd]. The product is [O:13]1[CH2:14][CH2:15][N:10]([C:7]2[N:8]=[CH:9][C:4]([NH2:1])=[CH:5][CH:6]=2)[CH2:11][CH2:12]1. The yield is 0.840. (2) The reactants are C[O:2][C:3]([C:5]1[CH:6]=[C:7]2[C:13]([Br:14])=[CH:12][S:11][C:8]2=[CH:9][N:10]=1)=[O:4].CO.[OH-].[Na+]. The catalyst is O. The product is [Br:14][C:13]1[C:7]2[C:8](=[CH:9][N:10]=[C:5]([C:3]([OH:4])=[O:2])[CH:6]=2)[S:11][CH:12]=1. The yield is 0.790. (3) The reactants are [CH:1]1([CH2:4][CH2:5][NH2:6])[CH2:3][CH2:2]1.[CH3:7][C:8]1[N:9]=[C:10]([NH:16][C:17]([C:19]2[CH:24]=[CH:23][N:22]=[CH:21][CH:20]=2)=[O:18])[S:11][C:12]=1[C:13](O)=[O:14]. No catalyst specified. The product is [CH:1]1([CH2:4][CH2:5][NH:6][C:13]([C:12]2[S:11][C:10]([NH:16][C:17](=[O:18])[C:19]3[CH:24]=[CH:23][N:22]=[CH:21][CH:20]=3)=[N:9][C:8]=2[CH3:7])=[O:14])[CH2:3][CH2:2]1. The yield is 0.200.